Dataset: Catalyst prediction with 721,799 reactions and 888 catalyst types from USPTO. Task: Predict which catalyst facilitates the given reaction. (1) Reactant: [CH3:1][C:2]([C:5]#[C:6][CH:7]([OH:16])[C:8]#[C:9][C:10]1[CH:15]=[CH:14][CH:13]=[CH:12][CH:11]=1)([CH3:4])[CH3:3]. Product: [CH3:4][C:2]([C:5]#[C:6][C:7](=[O:16])[C:8]#[C:9][C:10]1[CH:11]=[CH:12][CH:13]=[CH:14][CH:15]=1)([CH3:1])[CH3:3]. The catalyst class is: 327. (2) Reactant: [CH2:1]([C:8]1[CH:9]=[C:10]([C:20]([C:22]2[C:23]([NH:28][C@H:29]3[CH2:33][C@H:32]([O:34][Si](C(C)C)(C(C)C)C(C)C)[C@@H:31]([CH2:45][OH:46])[CH2:30]3)=[N:24][CH:25]=[N:26][CH:27]=2)=[O:21])[S:11][C:12]=1[CH2:13][C:14]1[CH:19]=[CH:18][CH:17]=[CH:16][CH:15]=1)[C:2]1[CH:7]=[CH:6][CH:5]=[CH:4][CH:3]=1.C(N(CC)CC)C.Cl[S:55]([NH2:58])(=[O:57])=[O:56].Cl. Product: [S:55](=[O:57])(=[O:56])([O:46][CH2:45][C@H:31]1[CH2:30][C@@H:29]([NH:28][C:23]2[C:22]([C:20]([C:10]3[S:11][C:12]([CH2:13][C:14]4[CH:19]=[CH:18][CH:17]=[CH:16][CH:15]=4)=[C:8]([CH2:1][C:2]4[CH:7]=[CH:6][CH:5]=[CH:4][CH:3]=4)[CH:9]=3)=[O:21])=[CH:27][N:26]=[CH:25][N:24]=2)[CH2:33][C@@H:32]1[OH:34])[NH2:58]. The catalyst class is: 18. (3) Reactant: [Cl:1][C:2]1[CH:3]=[CH:4][C:5]([OH:25])=[C:6]([CH2:8][N:9]2[CH:13]=[CH:12][C:11]([C:14]([NH:16][C:17]3[C:22]([F:23])=[CH:21][CH:20]=[CH:19][C:18]=3[F:24])=[O:15])=[N:10]2)[CH:7]=1.C(=O)([O-])[O-].[K+].[K+].Br[CH2:33][CH2:34][C:35]1[CH:40]=[CH:39][CH:38]=[CH:37][CH:36]=1. Product: [Cl:1][C:2]1[CH:3]=[CH:4][C:5]([O:25][CH2:33][CH2:34][C:35]2[CH:40]=[CH:39][CH:38]=[CH:37][CH:36]=2)=[C:6]([CH2:8][N:9]2[CH:13]=[CH:12][C:11]([C:14]([NH:16][C:17]3[C:18]([F:24])=[CH:19][CH:20]=[CH:21][C:22]=3[F:23])=[O:15])=[N:10]2)[CH:7]=1. The catalyst class is: 121. (4) Reactant: [Br:1][C:2]1[CH:3]=[C:4]([CH:8]([C:23]2[CH:28]=[CH:27][CH:26]=[CH:25][CH:24]=2)[N:9]2[CH2:14][CH2:13][N:12]([CH2:15][C:16]([O:18]C(C)(C)C)=[O:17])[CH2:11][CH2:10]2)[CH:5]=[CH:6][CH:7]=1.Cl. Product: [NH3:9].[Br:1][C:2]1[CH:3]=[C:4]([CH:8]([C:23]2[CH:28]=[CH:27][CH:26]=[CH:25][CH:24]=2)[N:9]2[CH2:10][CH2:11][N:12]([CH2:15][C:16]([OH:18])=[O:17])[CH2:13][CH2:14]2)[CH:5]=[CH:6][CH:7]=1. The catalyst class is: 12. (5) Reactant: Cl[C:2]1[CH:7]=[CH:6][C:5]([C:8]2[CH:13]=[CH:12][CH:11]=[CH:10][CH:9]=2)=[CH:4][CH:3]=1.O1[CH2:19][CH2:18][O:17][CH2:16]C1.O.C(=O)([O-])[O-].[Cs+].[Cs+].[CH3:27][CH2:28]CCCCC. Product: [CH:19]1([CH2:18][O:17][CH2:16][C:2]2[CH:7]=[CH:6][C:5]([C:8]3[CH:13]=[CH:12][CH:11]=[CH:10][CH:9]=3)=[CH:4][CH:3]=2)[CH2:28][CH2:27]1. The catalyst class is: 167. (6) Reactant: [CH3:1][S:2]([CH2:5][CH2:6][C@H:7]1[CH2:12][CH2:11][C@H:10]([NH:13][C:14]2[C:19]([N+:20]([O-])=O)=[CH:18][N:17]=[C:16]3[CH:23]=[CH:24][S:25][C:15]=23)[CH2:9][CH2:8]1)(=[O:4])=[O:3]. Product: [CH3:1][S:2]([CH2:5][CH2:6][C@H:7]1[CH2:12][CH2:11][C@H:10]([NH:13][C:14]2[C:19]([NH2:20])=[CH:18][N:17]=[C:16]3[CH:23]=[CH:24][S:25][C:15]=23)[CH2:9][CH2:8]1)(=[O:3])=[O:4]. The catalyst class is: 43.